From a dataset of Forward reaction prediction with 1.9M reactions from USPTO patents (1976-2016). Predict the product of the given reaction. (1) Given the reactants [CH3:1][O:2][C:3]1[S:7][C:6]([NH2:8])=[N:5][CH:4]=1.[CH3:9][O:10][CH2:11][CH2:12][Br:13], predict the reaction product. The product is: [BrH:13].[CH3:1][O:2][C:3]1[S:7][C:6](=[NH:8])[N:5]([CH2:12][CH2:11][O:10][CH3:9])[CH:4]=1. (2) The product is: [O:16]1[C:20]2[CH:21]=[CH:22][CH:23]=[CH:24][C:19]=2[CH:18]=[C:17]1[C:25]([NH:2][CH2:3][CH2:4][S:5][C:6]1[CH:15]=[CH:14][C:9]([C:10]([O:12][CH3:13])=[O:11])=[CH:8][CH:7]=1)=[O:26]. Given the reactants Cl.[NH2:2][CH2:3][CH2:4][S:5][C:6]1[CH:15]=[CH:14][C:9]([C:10]([O:12][CH3:13])=[O:11])=[CH:8][CH:7]=1.[O:16]1[C:20]2[CH:21]=[CH:22][CH:23]=[CH:24][C:19]=2[CH:18]=[C:17]1[C:25](O)=[O:26].CN(C(ON1N=NC2C=CC=CC1=2)=[N+](C)C)C.F[P-](F)(F)(F)(F)F.C(N(CC)CC)C.C([O-])(O)=O.[Na+], predict the reaction product. (3) Given the reactants [C:1]([C:4]1[C:5]([NH:10]C(=O)OC(C)(C)C)=[N:6][CH:7]=[CH:8][CH:9]=1)(=[O:3])[CH3:2].[C:18](OCC)(=O)[C:19]([O:21][CH2:22][CH3:23])=[O:20].CC(C)([O-])C.[K+].Cl.[NH2:35]O, predict the reaction product. The product is: [NH2:10][C:5]1[C:4]([C:1]2[O:3][N:35]=[C:18]([C:19]([O:21][CH2:22][CH3:23])=[O:20])[CH:2]=2)=[CH:9][CH:8]=[CH:7][N:6]=1. (4) Given the reactants [CH3:1][CH:2]([CH3:23])[CH2:3][CH2:4][CH2:5][CH2:6][C:7]#[C:8][C:9]1[CH:14]=[CH:13][C:12]([NH:15][C:16](=[O:22])[O:17][C:18]([CH3:21])([CH3:20])[CH3:19])=[CH:11][CH:10]=1, predict the reaction product. The product is: [CH3:1][CH:2]([CH3:23])[CH2:3][CH2:4][CH2:5][CH2:6][CH2:7][CH2:8][C:9]1[CH:10]=[CH:11][C:12]([NH:15][C:16](=[O:22])[O:17][C:18]([CH3:21])([CH3:20])[CH3:19])=[CH:13][CH:14]=1. (5) Given the reactants [OH:1][C:2]1[CH:3]=[C:4]([C:8]2[C:17]3[C:12](=[C:13]([C:18]([F:21])([F:20])[F:19])[CH:14]=[CH:15][CH:16]=3)[N:11]=[CH:10][C:9]=2[C:22]([C:24]2[CH:29]=[CH:28][CH:27]=[CH:26][CH:25]=2)=[O:23])[CH:5]=[CH:6][CH:7]=1.Br[CH2:31][C:32]1[CH:37]=[CH:36][C:35]([O:38][CH3:39])=[CH:34][CH:33]=1, predict the reaction product. The product is: [CH3:39][O:38][C:35]1[CH:36]=[CH:37][C:32]([CH2:31][O:1][C:2]2[CH:3]=[C:4]([C:8]3[C:17]4[C:12](=[C:13]([C:18]([F:21])([F:19])[F:20])[CH:14]=[CH:15][CH:16]=4)[N:11]=[CH:10][C:9]=3[C:22]([C:24]3[CH:25]=[CH:26][CH:27]=[CH:28][CH:29]=3)=[O:23])[CH:5]=[CH:6][CH:7]=2)=[CH:33][CH:34]=1. (6) Given the reactants [CH2:1]([N:8]1[CH2:12][CH:11]([CH2:13]O)[CH:10]([CH2:15][OH:16])[CH2:9]1)[C:2]1[CH:7]=[CH:6][CH:5]=[CH:4][CH:3]=1.CC1C=CC(S(O)(=O)=O)=CC=1.[OH-].[Na+], predict the reaction product. The product is: [CH2:1]([N:8]1[CH2:9][CH:10]2[CH2:15][O:16][CH2:13][CH:11]2[CH2:12]1)[C:2]1[CH:3]=[CH:4][CH:5]=[CH:6][CH:7]=1. (7) Given the reactants [CH2:1]([O:3][C:4](=[O:12])[CH2:5][C:6]1[N:7]=[C:8]([NH2:11])[S:9][CH:10]=1)[CH3:2].[CH:13]1([CH2:18][NH:19][C:20]2[CH:25]=[CH:24][C:23]([F:26])=[C:22]([F:27])[CH:21]=2)[CH2:17][CH2:16][CH2:15][CH2:14]1.C1N=CN([C:33](N2C=NC=C2)=[O:34])C=1, predict the reaction product. The product is: [CH2:1]([O:3][C:4](=[O:12])[CH2:5][C:6]1[N:7]=[C:8]([NH:11][C:33]([N:19]([CH2:18][CH:13]2[CH2:14][CH2:15][CH2:16][CH2:17]2)[C:20]2[CH:25]=[CH:24][C:23]([F:26])=[C:22]([F:27])[CH:21]=2)=[O:34])[S:9][CH:10]=1)[CH3:2]. (8) Given the reactants Cl[S:2]([OH:5])(=O)=[O:3].[CH2:6]([O:8][C:9](=[O:22])[CH2:10][N:11]1[C:19]2[C:14](=[CH:15][C:16]([F:20])=[CH:17][CH:18]=2)[CH:13]=[C:12]1[CH3:21])[CH3:7].C(N(CC)C(C)C)(C)C.[Cl:32][C:33]1[CH:39]=[CH:38][C:36]([NH2:37])=[CH:35][CH:34]=1, predict the reaction product. The product is: [CH2:6]([O:8][C:9](=[O:22])[CH2:10][N:11]1[C:19]2[C:14](=[CH:15][C:16]([F:20])=[CH:17][CH:18]=2)[C:13]([S:2](=[O:5])(=[O:3])[NH:37][C:36]2[CH:38]=[CH:39][C:33]([Cl:32])=[CH:34][CH:35]=2)=[C:12]1[CH3:21])[CH3:7].